Dataset: Full USPTO retrosynthesis dataset with 1.9M reactions from patents (1976-2016). Task: Predict the reactants needed to synthesize the given product. Given the product [C:1]([C:5]1[CH:10]=[C:9]([Br:12])[CH:8]=[CH:7][C:6]=1[OH:11])([CH3:4])([CH3:2])[CH3:3], predict the reactants needed to synthesize it. The reactants are: [C:1]([C:5]1[CH:10]=[CH:9][CH:8]=[CH:7][C:6]=1[OH:11])([CH3:4])([CH3:3])[CH3:2].[Br:12]N1C(=O)CCC1=O.